Dataset: Catalyst prediction with 721,799 reactions and 888 catalyst types from USPTO. Task: Predict which catalyst facilitates the given reaction. Reactant: [CH:1]([N:4]=[C:5]=[O:6])([CH3:3])[CH3:2].[NH2:7][C:8]1[C:17]2[N:18]=[C:19]([CH2:26][O:27][NH2:28])[N:20]([CH2:21][C:22]([CH3:25])([OH:24])[CH3:23])[C:16]=2[C:15]2[CH:14]=[CH:13][CH:12]=[CH:11][C:10]=2[N:9]=1.O. The catalyst class is: 3. Product: [NH2:7][C:8]1[C:17]2[N:18]=[C:19]([CH2:26][O:27][NH:28][C:5]([NH:4][CH:1]([CH3:3])[CH3:2])=[O:6])[N:20]([CH2:21][C:22]([OH:24])([CH3:25])[CH3:23])[C:16]=2[C:15]2[CH:14]=[CH:13][CH:12]=[CH:11][C:10]=2[N:9]=1.